Predict the reactants needed to synthesize the given product. From a dataset of Full USPTO retrosynthesis dataset with 1.9M reactions from patents (1976-2016). (1) Given the product [N:1]1[CH:2]=[CH:3][C:4]([C:7]2[N:11]=[C:10]([CH2:12][NH2:13])[O:9][N:8]=2)=[CH:5][CH:6]=1, predict the reactants needed to synthesize it. The reactants are: [N:1]1[CH:6]=[CH:5][C:4]([C:7]2[N:11]=[C:10]([CH2:12][NH:13]C(=O)OC(C)(C)C)[O:9][N:8]=2)=[CH:3][CH:2]=1. (2) Given the product [F:17][C:15]1[CH:16]=[C:11]([CH2:10][C@@H:9]([C:19]2[C:24]([C:25]3[CH:26]=[CH:27][C:28]([F:34])=[C:29]([CH:33]=3)[C:30]([NH2:32])=[O:31])=[CH:23][CH:22]=[CH:21][N:20]=2)[NH:8][C:48](=[O:49])[CH2:47][CH:40]2[C:39]3[C:43](=[CH:44][CH:45]=[C:37]([O:36][CH3:35])[CH:38]=3)[NH:42][C:41]2=[O:46])[CH:12]=[C:13]([F:18])[CH:14]=1, predict the reactants needed to synthesize it. The reactants are: FC(F)(F)C(O)=O.[NH2:8][C@H:9]([C:19]1[C:24]([C:25]2[CH:26]=[CH:27][C:28]([F:34])=[C:29]([CH:33]=2)[C:30]([NH2:32])=[O:31])=[CH:23][CH:22]=[CH:21][N:20]=1)[CH2:10][C:11]1[CH:16]=[C:15]([F:17])[CH:14]=[C:13]([F:18])[CH:12]=1.[CH3:35][O:36][C:37]1[CH:38]=[C:39]2[C:43](=[CH:44][CH:45]=1)[NH:42][C:41](=[O:46])[CH:40]2[CH2:47][C:48](O)=[O:49]. (3) Given the product [CH3:21][C:19]([O:22][C:23]1[CH:28]=[CH:27][C:26]([O:29][C:30]2[CH:35]=[CH:34][CH:33]=[C:32]([CH2:36][NH:37][C:10](=[O:12])[CH2:9][C:6]3[CH:5]=[CH:4][C:3]([C:2]([F:1])([F:14])[F:13])=[CH:8][CH:7]=3)[CH:31]=2)=[CH:25][C:24]=1[CH3:38])([CH3:20])[C:18]([OH:40])=[O:17], predict the reactants needed to synthesize it. The reactants are: [F:1][C:2]([F:14])([F:13])[C:3]1[CH:8]=[CH:7][C:6]([CH2:9][C:10]([OH:12])=O)=[CH:5][CH:4]=1.C([O:17][C:18](=[O:40])[C:19]([O:22][C:23]1[CH:28]=[CH:27][C:26]([O:29][C:30]2[CH:35]=[CH:34][CH:33]=[C:32]([CH2:36][NH2:37])[CH:31]=2)=[CH:25][C:24]=1[CH2:38]C)([CH3:21])[CH3:20])C. (4) The reactants are: [C@H:1]12[CH2:8][CH2:7][CH2:6][C@H:5]1[CH2:4][NH:3][C@@H:2]2[CH2:9][NH:10][C:11]([C:13]1[N:20]2[C:16]([S:17][CH:18]=[CH:19]2)=[N:15][C:14]=1[CH3:21])=[O:12].[CH3:22][C:23]1[S:24][C:25]([C:31]2[CH:36]=[CH:35][C:34]([CH3:37])=[CH:33][CH:32]=2)=[C:26]([C:28](O)=[O:29])[N:27]=1. Given the product [CH3:22][C:23]1[S:24][C:25]([C:31]2[CH:36]=[CH:35][C:34]([CH3:37])=[CH:33][CH:32]=2)=[C:26]([C:28]([N:3]2[CH2:4][C@H:5]3[C@H:1]([CH2:8][CH2:7][CH2:6]3)[C@H:2]2[CH2:9][NH:10][C:11]([C:13]2[N:20]3[C:16]([S:17][CH:18]=[CH:19]3)=[N:15][C:14]=2[CH3:21])=[O:12])=[O:29])[N:27]=1, predict the reactants needed to synthesize it.